Dataset: CYP2C19 inhibition data for predicting drug metabolism from PubChem BioAssay. Task: Regression/Classification. Given a drug SMILES string, predict its absorption, distribution, metabolism, or excretion properties. Task type varies by dataset: regression for continuous measurements (e.g., permeability, clearance, half-life) or binary classification for categorical outcomes (e.g., BBB penetration, CYP inhibition). Dataset: cyp2c19_veith. (1) The drug is CCOC(=O)N1CCC(n2c(SCC(=O)c3ccccc3)nc3ccsc3c2=O)CC1. The result is 1 (inhibitor). (2) The molecule is O=C(O)CCCSc1nc2ccccc2s1. The result is 0 (non-inhibitor).